From a dataset of Reaction yield outcomes from USPTO patents with 853,638 reactions. Predict the reaction yield, written as a fraction of the theoretical maximum amount of product (1.0 means a 100% yield; for example, 0.34 means a 34% yield). (1) The reactants are [F:1][C:2]1[CH:3]=[C:4]2[C:8](=[CH:9][CH:10]=1)[N:7]([CH2:11][C:12]([O:14][CH3:15])=[O:13])[C:6]([CH3:16])=[C:5]2[CH2:17][C:18]1[CH:23]=[CH:22][C:21](=[O:24])[NH:20][N:19]=1.Br[CH2:26][C:27]1[CH:32]=[CH:31][C:30]([C:33]([OH:36])([CH3:35])[CH3:34])=[CH:29][CH:28]=1.C(=O)([O-])[O-].[K+].[K+].C1(N2C(=O)C3C(=CC=CC=3)C(C3C4C(=CC=C(F)C=4)N(CC(O)=O)C=3C)=N2)CC1. No catalyst specified. The product is [F:1][C:2]1[CH:3]=[C:4]2[C:8](=[CH:9][CH:10]=1)[N:7]([CH2:11][C:12]([O:14][CH3:15])=[O:13])[C:6]([CH3:16])=[C:5]2[CH2:17][C:18]1[CH:23]=[CH:22][C:21](=[O:24])[N:20]([CH2:26][C:27]2[CH:32]=[CH:31][C:30]([C:33]([OH:36])([CH3:34])[CH3:35])=[CH:29][CH:28]=2)[N:19]=1. The yield is 1.00. (2) The reactants are [CH3:1][O:2][C:3](=[O:19])[CH2:4][CH2:5][CH2:6][C:7]#[C:8][CH2:9][N:10]1[C:15](=[O:16])[CH2:14][CH2:13][CH2:12][C@@H:11]1[CH2:17][OH:18].[H][H]. The catalyst is [Pd].CO. The product is [CH3:1][O:2][C:3](=[O:19])[CH2:4][CH2:5][CH2:6][CH2:7][CH2:8][CH2:9][N:10]1[C:15](=[O:16])[CH2:14][CH2:13][CH2:12][C@@H:11]1[CH2:17][OH:18]. The yield is 0.990. (3) The reactants are [Cl:1][C:2]1[CH:10]=[C:9](I)[C:5]2[O:6][CH2:7][O:8][C:4]=2[C:3]=1[NH2:12].[CH2:13]([NH:16][C:17]([N:19]1[CH2:24][CH2:23][O:22][CH2:21][CH2:20]1)=[O:18])[C:14]#[CH:15].C(NC(C)C)(C)C. The catalyst is C(OCC)(=O)C.[Pd](Cl)Cl.C1(P(C2C=CC=CC=2)C2C=CC=CC=2)C=CC=CC=1.C1(P(C2C=CC=CC=2)C2C=CC=CC=2)C=CC=CC=1.[Cu]I. The product is [NH2:12][C:3]1[C:4]2[O:8][CH2:7][O:6][C:5]=2[C:9]([C:15]#[C:14][CH2:13][NH:16][C:17]([N:19]2[CH2:24][CH2:23][O:22][CH2:21][CH2:20]2)=[O:18])=[CH:10][C:2]=1[Cl:1]. The yield is 0.780.